Dataset: Catalyst prediction with 721,799 reactions and 888 catalyst types from USPTO. Task: Predict which catalyst facilitates the given reaction. (1) Reactant: [CH3:1][C:2]1([CH3:19])[CH2:7][C:6]2[CH:8]=[C:9](SC)[CH:10]=[CH:11][C:5]=2[N:4]([CH2:14][CH:15]=[CH2:16])[S:3]1(=[O:18])=[O:17].O[O:21][S:22]([O-:24])=O.[K+].[CH3:26]C(C)=O. Product: [CH3:19][C:2]1([CH3:1])[CH2:7][C:6]2[CH:8]=[C:9]([CH:26]=[S:22](=[O:24])=[O:21])[CH:10]=[CH:11][C:5]=2[N:4]([CH2:14][CH:15]=[CH2:16])[S:3]1(=[O:17])=[O:18]. The catalyst class is: 6. (2) Product: [CH3:18][O:17][CH2:16][C:15]1[C:5]2[CH2:4][CH2:3][CH:2]([C:20]3[CH:25]=[CH:24][CH:23]=[CH:22][C:21]=3[CH3:26])[O:19][C:6]=2[C:7]2[N:11]=[C:10]([CH3:12])[N:9]([CH3:13])[C:8]=2[CH:14]=1.[C:40]1([P:33](=[O:1])([C:27]2[CH:28]=[CH:29][CH:30]=[CH:31][CH:32]=2)[C:34]2[CH:39]=[CH:38][CH:37]=[CH:36][CH:35]=2)[CH:41]=[CH:42][CH:43]=[CH:44][CH:45]=1. The catalyst class is: 7. Reactant: [OH:1][C@@H:2]([C:20]1[CH:25]=[CH:24][CH:23]=[CH:22][C:21]=1[CH3:26])[CH2:3][CH2:4][C:5]1[C:15]([CH2:16][O:17][CH3:18])=[CH:14][C:8]2[N:9]([CH3:13])[C:10]([CH3:12])=[N:11][C:7]=2[C:6]=1[OH:19].[C:27]1([P:33]([C:40]2[CH:45]=[CH:44][CH:43]=[CH:42][CH:41]=2)[C:34]2[CH:39]=[CH:38][CH:37]=[CH:36][CH:35]=2)[CH:32]=[CH:31][CH:30]=[CH:29][CH:28]=1.CC(OC(/N=N/C(OC(C)C)=O)=O)C. (3) Reactant: [CH:1]([C:4]1[CH:9]=[CH:8][C:7]([C:10]2[CH:11]=[C:12]([C:15]3[CH:16]=[C:17]([CH:23]=[CH:24][CH:25]=3)[C:18]([O:20]CC)=[O:19])[S:13][CH:14]=2)=[CH:6][CH:5]=1)([CH3:3])[CH3:2].O[Li].O.Cl. Product: [CH:1]([C:4]1[CH:5]=[CH:6][C:7]([C:10]2[CH:11]=[C:12]([C:15]3[CH:16]=[C:17]([CH:23]=[CH:24][CH:25]=3)[C:18]([OH:20])=[O:19])[S:13][CH:14]=2)=[CH:8][CH:9]=1)([CH3:3])[CH3:2]. The catalyst class is: 24. (4) Product: [CH2:1]([O:3][C:4]([C:6]1[C:7]([CH3:26])=[C:8]([C:19]([O:21][C:22]([CH3:25])([CH3:24])[CH3:23])=[O:20])[NH:9][C:10]=1[CH2:11][CH2:12][CH2:13][NH:27][CH2:28][C@H:29]([OH:37])[CH2:30][N:31]1[CH2:32][CH2:33][O:34][CH2:35][CH2:36]1)=[O:5])[CH3:2]. The catalyst class is: 4. Reactant: [CH2:1]([O:3][C:4]([C:6]1[C:7]([CH3:26])=[C:8]([C:19]([O:21][C:22]([CH3:25])([CH3:24])[CH3:23])=[O:20])[NH:9][C:10]=1[CH2:11][CH2:12][CH2:13]OS(C)(=O)=O)=[O:5])[CH3:2].[NH2:27][CH2:28][C@H:29]([OH:37])[CH2:30][N:31]1[CH2:36][CH2:35][O:34][CH2:33][CH2:32]1. (5) Reactant: Cl.[F:2][C:3]([F:7])([F:6])[CH2:4][NH2:5].C([O-])(=O)C.[Na+].[CH3:13][O:14][C:15](=[O:37])[CH2:16][C:17]1[CH:18]=[C:19]([C:25]2[CH:30]=[CH:29][C:28]([C:31]([F:34])([F:33])[F:32])=[CH:27][C:26]=2[CH:35]=O)[C:20]([O:23][CH3:24])=[CH:21][CH:22]=1.C([BH3-])#N.[Na+]. Product: [CH3:13][O:14][C:15](=[O:37])[CH2:16][C:17]1[CH:18]=[C:19]([C:25]2[CH:30]=[CH:29][C:28]([C:31]([F:33])([F:34])[F:32])=[CH:27][C:26]=2[CH2:35][NH:5][CH2:4][C:3]([F:7])([F:6])[F:2])[C:20]([O:23][CH3:24])=[CH:21][CH:22]=1. The catalyst class is: 5.